From a dataset of Forward reaction prediction with 1.9M reactions from USPTO patents (1976-2016). Predict the product of the given reaction. (1) Given the reactants [Na].Cl.[NH2:3][OH:4].[CH2:5]([N:12]1[CH2:17][CH2:16][CH:15]([CH2:18][C:19]#[N:20])[CH2:14][CH2:13]1)[C:6]1[CH:11]=[CH:10][CH:9]=[CH:8][CH:7]=1, predict the reaction product. The product is: [CH2:5]([N:12]1[CH2:17][CH2:16][CH:15]([CH2:18][C:19]([NH:3][OH:4])=[NH:20])[CH2:14][CH2:13]1)[C:6]1[CH:11]=[CH:10][CH:9]=[CH:8][CH:7]=1. (2) Given the reactants [Cl:1][C:2]1[N:3]=[C:4]([C:9]([NH:11][C:12]2[CH:17]=[CH:16][C:15]([C:18]3[O:19][C:20]([CH2:28][CH3:29])=[C:21]([C:23]([O:25]CC)=[O:24])[N:22]=3)=[CH:14][CH:13]=2)=[O:10])[NH:5][C:6]=1[CH2:7][CH3:8].[OH-].[Li+].CO, predict the reaction product. The product is: [Cl:1][C:2]1[N:3]=[C:4]([C:9]([NH:11][C:12]2[CH:17]=[CH:16][C:15]([C:18]3[O:19][C:20]([CH2:28][CH3:29])=[C:21]([C:23]([OH:25])=[O:24])[N:22]=3)=[CH:14][CH:13]=2)=[O:10])[NH:5][C:6]=1[CH2:7][CH3:8]. (3) Given the reactants [C:1]([O:5][C:6](=[O:11])[N:7]([CH3:10])[CH2:8][CH3:9])([CH3:4])([CH3:3])[CH3:2].[C:12](=O)([O-])[O-].[Cs+].[Cs+].[CH3:18][N:19](C)[CH:20]=[O:21], predict the reaction product. The product is: [C:1]([O:5][C:6]([N:7]1[CH2:10][C:20](=[O:21])[N:19]([CH3:18])[CH2:9][C@@H:8]1[CH3:12])=[O:11])([CH3:3])([CH3:4])[CH3:2]. (4) The product is: [C:8]([O:12][C:13](=[O:21])/[CH:14]=[CH:15]/[C:16]1[CH:20]=[CH:19][N:18]([S:28]([C:26]2[S:27][C:23]([Br:22])=[CH:24][CH:25]=2)(=[O:30])=[O:29])[CH:17]=1)([CH3:11])([CH3:9])[CH3:10]. Given the reactants [H-].[Na+].C1COCC1.[C:8]([O:12][C:13](=[O:21])/[CH:14]=[CH:15]/[C:16]1[CH:20]=[CH:19][NH:18][CH:17]=1)([CH3:11])([CH3:10])[CH3:9].[Br:22][C:23]1[S:27][C:26]([S:28](Cl)(=[O:30])=[O:29])=[CH:25][CH:24]=1, predict the reaction product. (5) Given the reactants [Cl:1][C:2]1[C:7]([Cl:8])=[CH:6][CH:5]=[CH:4][C:3]=1[O:9][C@@H:10]1[CH2:13][C@H:12]([NH:14]C(=O)OC(C)(C)C)[CH2:11]1.Cl.C(OCC)C, predict the reaction product. The product is: [ClH:1].[Cl:1][C:2]1[C:7]([Cl:8])=[CH:6][CH:5]=[CH:4][C:3]=1[O:9][C@@H:10]1[CH2:11][C@H:12]([NH2:14])[CH2:13]1. (6) Given the reactants CC([O-])(C)C.[K+].Br[CH2:8][CH:9]([C:11]1[CH:16]=[CH:15][CH:14]=[CH:13][CH:12]=1)[F:10], predict the reaction product. The product is: [F:10][C:9]([C:11]1[CH:16]=[CH:15][CH:14]=[CH:13][CH:12]=1)=[CH2:8].